This data is from Reaction yield outcomes from USPTO patents with 853,638 reactions. The task is: Predict the reaction yield, written as a fraction of the theoretical maximum amount of product (1.0 means a 100% yield; for example, 0.34 means a 34% yield). (1) The reactants are N#N.[F:3][C:4]1[CH:5]=[C:6]([N:10]2[CH:14]=[C:13]([N:15]([CH3:23])[C:16](=[O:22])[O:17][C:18]([CH3:21])([CH3:20])[CH3:19])[C:12]([CH:24]=[CH2:25])=[N:11]2)[CH:7]=[N:8][CH:9]=1. The catalyst is CO.[Pd]. The product is [CH2:24]([C:12]1[C:13]([N:15]([CH3:23])[C:16](=[O:22])[O:17][C:18]([CH3:21])([CH3:19])[CH3:20])=[CH:14][N:10]([C:6]2[CH:7]=[N:8][CH:9]=[C:4]([F:3])[CH:5]=2)[N:11]=1)[CH3:25]. The yield is 0.840. (2) The reactants are COC1C=CC(C[N:8]2[C:17]3[C:12](=[CH:13][CH:14]=[CH:15][N:16]=3)[C:11]([Cl:18])=[C:10]([C:19]#[N:20])[C:9]2=[O:21])=CC=1. The catalyst is C(O)(C(F)(F)F)=O. The product is [Cl:18][C:11]1[C:12]2[C:17](=[N:16][CH:15]=[CH:14][CH:13]=2)[NH:8][C:9](=[O:21])[C:10]=1[C:19]#[N:20]. The yield is 0.950. (3) The catalyst is CN(C=O)C.O. The reactants are Cl.C[N:3](C)CCCN=C=NCC.ON1C2C=CC=CC=2N=N1.[F:23][C:24]1[CH:25]=[CH:26][C:27]2[N:28]([C:30]([C:33]3[N:38]=[C:37]([NH:39][C@H:40]([C:42]4[CH:47]=[CH:46][C:45]([F:48])=[CH:44][N:43]=4)[CH3:41])[C:36]([C:49](O)=[O:50])=[CH:35][N:34]=3)=[CH:31][N:32]=2)[CH:29]=1.[OH-].[NH4+]. The yield is 0.740. The product is [F:23][C:24]1[CH:25]=[CH:26][C:27]2[N:28]([C:30]([C:33]3[N:38]=[C:37]([NH:39][C@H:40]([C:42]4[CH:47]=[CH:46][C:45]([F:48])=[CH:44][N:43]=4)[CH3:41])[C:36]([C:49]([NH2:3])=[O:50])=[CH:35][N:34]=3)=[CH:31][N:32]=2)[CH:29]=1. (4) The reactants are CC1C=CC(S(O[CH2:12][CH2:13][O:14][CH2:15][CH2:16][O:17][CH2:18][CH2:19][O:20][CH2:21][CH2:22][O:23][CH3:24])(=O)=O)=CC=1.[N-:25]=[N+:26]=[N-:27].[Na+].O. The catalyst is CCO. The product is [N:25]([CH2:12][CH2:13][O:14][CH2:15][CH2:16][O:17][CH2:18][CH2:19][O:20][CH2:21][CH2:22][O:23][CH3:24])=[N+:26]=[N-:27]. The yield is 0.441. (5) The reactants are [CH2:1]([O:3][C:4](=[O:24])[CH2:5][O:6][C:7]1[CH:12]=[CH:11][C:10]([O:13]CC2C=CC=CC=2)=[CH:9][C:8]=1[CH2:21][CH2:22][CH3:23])[CH3:2].[H][H]. The catalyst is C1COCC1.[Pd]. The product is [CH2:1]([O:3][C:4](=[O:24])[CH2:5][O:6][C:7]1[CH:12]=[CH:11][C:10]([OH:13])=[CH:9][C:8]=1[CH2:21][CH2:22][CH3:23])[CH3:2]. The yield is 0.570. (6) The reactants are [Br:1][C:2]1[CH:3]=[CH:4][C:5]([N+:10]([O-:12])=[O:11])=[C:6]([CH2:8][NH2:9])[CH:7]=1.[C:13](OC(=O)C)(=[O:15])[CH3:14].C(OCC)(=O)C. The catalyst is N1C=CC=CC=1. The product is [Br:1][C:2]1[CH:3]=[CH:4][C:5]([N+:10]([O-:12])=[O:11])=[C:6]([CH:7]=1)[CH2:8][NH:9][C:13](=[O:15])[CH3:14]. The yield is 0.980. (7) The reactants are [Cl:1][C:2]1[CH:7]=[CH:6][C:5]([C@@:8]2([CH3:21])[C@@H:12]([C:13]3[CH:18]=[CH:17][C:16]([Cl:19])=[CH:15][CH:14]=3)[NH:11][C:10](=[S:20])[NH:9]2)=[CH:4][CH:3]=1.Cl[CH:23]([C:29](=O)[CH2:30][CH3:31])[C:24]([O:26][CH2:27][CH3:28])=[O:25]. The catalyst is C(O)C. The product is [Cl:19][C:16]1[CH:17]=[CH:18][C:13]([C@H:12]2[N:11]3[C:10]([S:20][C:23]([C:24]([O:26][CH2:27][CH3:28])=[O:25])=[C:29]3[CH2:30][CH3:31])=[N:9][C@:8]2([C:5]2[CH:4]=[CH:3][C:2]([Cl:1])=[CH:7][CH:6]=2)[CH3:21])=[CH:14][CH:15]=1. The yield is 1.00.